This data is from Full USPTO retrosynthesis dataset with 1.9M reactions from patents (1976-2016). The task is: Predict the reactants needed to synthesize the given product. (1) Given the product [OH:1][C:2]1[C:19]([CH:20]([CH3:23])[CH2:21][CH3:22])=[CH:18][C:17]2[C@@H:16]3[C@H:7]([C@H:8]4[C@@:12]([CH2:14][CH2:15]3)([CH3:13])[C:11](=[O:24])[CH2:10][CH2:9]4)[CH2:6][CH2:5][C:4]=2[CH:3]=1, predict the reactants needed to synthesize it. The reactants are: [OH:1][C:2]1[C:19]([CH:20]([CH3:23])[CH:21]=[CH2:22])=[CH:18][C:17]2[C@@H:16]3[C@H:7]([C@H:8]4[C@@:12]([CH2:14][CH2:15]3)([CH3:13])[C:11](=[O:24])[CH2:10][CH2:9]4)[CH2:6][CH2:5][C:4]=2[CH:3]=1.[H][H]. (2) Given the product [C:22]([CH2:21][O:3][C:4]1[CH:17]=[CH:16][C:15]2[S:14][C:13]3[C:8](=[CH:9][CH:10]=[CH:11][CH:12]=3)[C:7](=[O:18])[C:6]=2[CH:5]=1)([OH:24])=[O:23], predict the reactants needed to synthesize it. The reactants are: [OH-].[Na+].[OH:3][C:4]1[CH:17]=[CH:16][C:15]2[S:14][C:13]3[C:8](=[CH:9][CH:10]=[CH:11][CH:12]=3)[C:7](=[O:18])[C:6]=2[CH:5]=1.[Na].Br[CH2:21][C:22]([O:24]CC)=[O:23].Cl. (3) Given the product [Cl:37][CH2:36][CH2:35][O:34][C:30]1[CH:31]=[C:32]2[C:27](=[CH:28][C:29]=1[O:38][CH3:39])[CH:26]=[C:25]([C:40]([O:42][CH2:43][CH3:44])=[O:41])[C:24](/[N:23]=[CH:47]/[N:48]([CH3:50])[CH3:49])=[CH:33]2.[Cl:17][CH2:16][CH2:15][O:14][C:7]1[CH:6]=[C:5]2[C:10]([CH:11]=[C:2](/[N:1]=[CH:47]/[N:48]([CH3:50])[CH3:49])[C:3]([C:18]([O:20][CH2:21][CH3:22])=[O:19])=[CH:4]2)=[CH:9][C:8]=1[O:12][CH3:13], predict the reactants needed to synthesize it. The reactants are: [NH2:1][C:2]1[C:3]([C:18]([O:20][CH2:21][CH3:22])=[O:19])=[CH:4][C:5]2[C:10]([CH:11]=1)=[CH:9][C:8]([O:12][CH3:13])=[C:7]([O:14][CH2:15][CH2:16][Cl:17])[CH:6]=2.[NH2:23][C:24]1[C:25]([C:40]([O:42][CH2:43][CH3:44])=[O:41])=[CH:26][C:27]2[C:32]([CH:33]=1)=[CH:31][C:30]([O:34][CH2:35][CH2:36][Cl:37])=[C:29]([O:38][CH3:39])[CH:28]=2.CO[CH:47](OC)[N:48]([CH3:50])[CH3:49]. (4) Given the product [OH:1][CH:2]([C:20]1[CH:21]=[CH:22][N:23]=[CH:24][CH:25]=1)[CH:3]([CH2:9][C:10]1[CH:11]=[CH:12][C:13]([C:16]([F:17])([F:18])[F:19])=[CH:14][CH:15]=1)[C:4]([OH:6])=[O:5], predict the reactants needed to synthesize it. The reactants are: [OH:1][CH:2]([C:20]1[CH:25]=[CH:24][N:23]=[CH:22][CH:21]=1)[CH:3]([CH2:9][C:10]1[CH:15]=[CH:14][C:13]([C:16]([F:19])([F:18])[F:17])=[CH:12][CH:11]=1)[C:4]([O:6]CC)=[O:5].[OH-].[Na+].Cl.C(=O)([O-])O.[Na+]. (5) Given the product [Cl:1][C:2]1[C:7]([S:8]([N:11]2[CH2:17][C@H:16]3[O:18][C@H:13]([CH2:14][CH2:15]3)[CH2:12]2)(=[O:10])=[O:9])=[CH:6][C:5]([C:19]2[N:20]([C:40]([N:57]3[CH2:56][CH2:55][N:54]([CH2:53][CH2:52][CH2:51][S:48]([CH3:47])(=[O:49])=[O:50])[CH2:59][CH2:58]3)=[O:41])[C@@:21]([C:33]3[CH:34]=[CH:35][C:36]([Cl:39])=[CH:37][CH:38]=3)([CH3:32])[C@@:22]([C:25]3[CH:26]=[CH:27][C:28]([Cl:31])=[CH:29][CH:30]=3)([CH3:24])[N:23]=2)=[C:4]([O:43][CH:44]([CH3:46])[CH3:45])[CH:3]=1, predict the reactants needed to synthesize it. The reactants are: [Cl:1][C:2]1[C:7]([S:8]([N:11]2[CH2:17][C@H:16]3[O:18][C@H:13]([CH2:14][CH2:15]3)[CH2:12]2)(=[O:10])=[O:9])=[CH:6][C:5]([C:19]2[N:20]([C:40](Cl)=[O:41])[C:21]([C:33]3[CH:38]=[CH:37][C:36]([Cl:39])=[CH:35][CH:34]=3)([CH3:32])[C:22]([C:25]3[CH:30]=[CH:29][C:28]([Cl:31])=[CH:27][CH:26]=3)([CH3:24])[N:23]=2)=[C:4]([O:43][CH:44]([CH3:46])[CH3:45])[CH:3]=1.[CH3:47][S:48]([CH2:51][CH2:52][CH2:53][N:54]1[CH2:59][CH2:58][NH:57][CH2:56][CH2:55]1)(=[O:50])=[O:49]. (6) Given the product [CH2:1]([C:3]1[C:8](=[O:9])[NH:7][C:6]([CH3:10])=[C:5]([C:11]2[CH:16]=[CH:15][CH:14]=[C:13]([CH2:17][N:23]3[CH2:24][CH2:25][CH:20]([OH:19])[CH2:21][CH2:22]3)[N:12]=2)[CH:4]=1)[CH3:2], predict the reactants needed to synthesize it. The reactants are: [CH2:1]([C:3]1[C:8](=[O:9])[NH:7][C:6]([CH3:10])=[C:5]([C:11]2[CH:16]=[CH:15][CH:14]=[C:13]([CH:17]=O)[N:12]=2)[CH:4]=1)[CH3:2].[OH:19][CH:20]1[CH2:25][CH2:24][NH:23][CH2:22][CH2:21]1.